This data is from Forward reaction prediction with 1.9M reactions from USPTO patents (1976-2016). The task is: Predict the product of the given reaction. The product is: [C:38]([O:42][C:43]([N:45]1[CH2:50][CH2:49][C:48]([O:54][CH2:55][CH3:56])([O:51][CH2:52][CH3:53])[CH:47]([NH:57][C:3]([C:5]2[C:13]3[C:8](=[CH:9][C:10]([C:14]4[CH:19]=[C:18]([F:20])[C:17]([O:21][CH2:22][O:23][CH2:24][CH2:25][Si:26]([CH3:29])([CH3:27])[CH3:28])=[CH:16][C:15]=4[CH2:30][CH3:31])=[CH:11][CH:12]=3)[N:7]([CH:32]3[CH2:37][CH2:36][CH2:35][CH2:34][O:33]3)[N:6]=2)=[NH:4])[CH2:46]1)=[O:44])([CH3:39])([CH3:41])[CH3:40]. Given the reactants CO[C:3]([C:5]1[C:13]2[C:8](=[CH:9][C:10]([C:14]3[CH:19]=[C:18]([F:20])[C:17]([O:21][CH2:22][O:23][CH2:24][CH2:25][Si:26]([CH3:29])([CH3:28])[CH3:27])=[CH:16][C:15]=3[CH2:30][CH3:31])=[CH:11][CH:12]=2)[N:7]([CH:32]2[CH2:37][CH2:36][CH2:35][CH2:34][O:33]2)[N:6]=1)=[NH:4].[C:38]([O:42][C:43]([N:45]1[CH2:50][CH2:49][C:48]([O:54][CH2:55][CH3:56])([O:51][CH2:52][CH3:53])[CH:47]([NH2:57])[CH2:46]1)=[O:44])([CH3:41])([CH3:40])[CH3:39].C(O)(=O)C, predict the reaction product.